From a dataset of Full USPTO retrosynthesis dataset with 1.9M reactions from patents (1976-2016). Predict the reactants needed to synthesize the given product. (1) Given the product [CH2:8]([C:10]1[CH:11]=[CH:12][C:13]([CH:16]([S:28]([CH3:31])(=[O:30])=[O:29])[CH2:17][O:18][C:19]2[CH:26]=[CH:25][C:22]([CH:23]=[O:24])=[CH:21][CH:20]=2)=[N:14][CH:15]=1)[CH3:9], predict the reactants needed to synthesize it. The reactants are: C(N(CC)CC)C.[CH2:8]([C:10]1[CH:11]=[CH:12][C:13]([CH:16](O)[CH2:17][O:18][C:19]2[CH:26]=[CH:25][C:22]([CH:23]=[O:24])=[CH:21][CH:20]=2)=[N:14][CH:15]=1)[CH3:9].[S:28](Cl)([CH3:31])(=[O:30])=[O:29]. (2) Given the product [Cl:1][C:2]1[N:7]=[CH:6][N:5]=[C:4]([NH:8][C:16](=[O:17])[O:15][C:9]2[CH:14]=[CH:13][CH:12]=[CH:11][CH:10]=2)[CH:3]=1, predict the reactants needed to synthesize it. The reactants are: [Cl:1][C:2]1[N:7]=[CH:6][N:5]=[C:4]([NH2:8])[CH:3]=1.[C:9]1([O:15][C:16](Cl)=[O:17])[CH:14]=[CH:13][CH:12]=[CH:11][CH:10]=1.C(=O)([O-])[O-].[Cs+].[Cs+]. (3) Given the product [Cl:14][C:11]1[CH:12]=[CH:13][C:6]2[O:5][CH2:4][C:3]3[CH:15]=[CH:16][CH:17]=[CH:18][C:2]=3[NH:9][CH2:8][C:7]=2[CH:10]=1, predict the reactants needed to synthesize it. The reactants are: Br[C:2]1[CH:18]=[CH:17][CH:16]=[CH:15][C:3]=1[CH2:4][O:5][C:6]1[CH:13]=[CH:12][C:11]([Cl:14])=[CH:10][C:7]=1[CH2:8][NH2:9].C1C=CC(P(C2C(C3C(P(C4C=CC=CC=4)C4C=CC=CC=4)=CC=C4C=3C=CC=C4)=C3C(C=CC=C3)=CC=2)C2C=CC=CC=2)=CC=1.O(C(C)(C)C)[Na]. (4) Given the product [C:3]([C:7]1[CH:12]=[CH:11][CH:10]=[CH:9][C:8]=1[N:13]1[CH2:18][CH2:17][N:16]([C:25]([C:24]2[CH:28]=[CH:29][C:21]([CH2:20][Cl:19])=[CH:22][CH:23]=2)=[O:26])[CH2:15][CH2:14]1)([CH3:6])([CH3:4])[CH3:5], predict the reactants needed to synthesize it. The reactants are: Cl.Cl.[C:3]([C:7]1[CH:12]=[CH:11][CH:10]=[CH:9][C:8]=1[N:13]1[CH2:18][CH2:17][NH:16][CH2:15][CH2:14]1)([CH3:6])([CH3:5])[CH3:4].[Cl:19][CH2:20][C:21]1[CH:29]=[CH:28][C:24]([C:25](Cl)=[O:26])=[CH:23][CH:22]=1.C(N(CC)CC)C.O1CCCC1. (5) Given the product [N+:1]([C:4]1[CH:5]=[C:6]([CH2:7][N:24]2[CH2:26][CH2:27][CH2:28][CH2:29]2)[CH:9]=[CH:10][C:11]=1[N:12]1[CH2:17][CH2:16][CH:15]([CH2:18][N:19]2[CH2:23][CH2:22][CH2:21][CH2:20]2)[CH2:14][CH2:13]1)([O-:3])=[O:2], predict the reactants needed to synthesize it. The reactants are: [N+:1]([C:4]1[CH:5]=[C:6]([CH:9]=[CH:10][C:11]=1[N:12]1[CH2:17][CH2:16][CH:15]([CH2:18][N:19]2[CH2:23][CH2:22][CH2:21][CH2:20]2)[CH2:14][CH2:13]1)[CH:7]=O)([O-:3])=[O:2].[NH:24]1[CH2:29][CH2:28][CH2:27][CH2:26]C1. (6) The reactants are: [Cl:1][C:2]1[CH:7]=[CH:6][C:5]([C@@H:8]([OH:14])[CH2:9][NH:10][CH2:11][CH2:12][OH:13])=[CH:4][C:3]=1[F:15].[C:16](O[C:16]([O:18][C:19]([CH3:22])([CH3:21])[CH3:20])=[O:17])([O:18][C:19]([CH3:22])([CH3:21])[CH3:20])=[O:17]. Given the product [C:19]([O:18][C:16](=[O:17])[N:10]([CH2:9][C@@H:8]([C:5]1[CH:6]=[CH:7][C:2]([Cl:1])=[C:3]([F:15])[CH:4]=1)[OH:14])[CH2:11][CH2:12][OH:13])([CH3:22])([CH3:21])[CH3:20], predict the reactants needed to synthesize it. (7) Given the product [CH2:1]([N:3]1[CH2:11][CH2:12][N:13]([CH3:35])[CH2:14]/[C:15]/1=[N:16]\[C:17]1[CH:18]=[CH:19][C:20]([N+:32]([O-:34])=[O:33])=[CH:21][C:22]=1[C:23]([NH:24][C:25]1[CH:26]=[CH:27][CH:28]=[CH:29][CH:30]=1)=[O:31])[CH3:2], predict the reactants needed to synthesize it. The reactants are: [CH2:1]([N:3]([CH2:11][CH2:12][N:13]([CH3:35])[CH2:14][C:15]1[N:24]([C:25]2[CH:30]=[CH:29][CH:28]=[CH:27][CH:26]=2)[C:23](=[O:31])[C:22]2[C:17](=[CH:18][CH:19]=[C:20]([N+:32]([O-:34])=[O:33])[CH:21]=2)[N:16]=1)C(=O)OC(C)(C)C)[CH3:2].C(O)(C(F)(F)F)=O.O.C([O-])([O-])=O.[Na+].[Na+]. (8) Given the product [F:1][C:2]1[CH:3]=[C:4]([CH2:11][C:12]([NH:52][NH:51][C:49](=[O:50])[C:48]2[CH:53]=[CH:54][C:45]([O:44][CH2:37][C:38]3[CH:39]=[CH:40][CH:41]=[CH:42][CH:43]=3)=[C:46]([CH3:57])[C:47]=2[CH2:55][CH3:56])=[O:14])[CH:5]=[C:6]([O:9][CH3:10])[C:7]=1[F:8], predict the reactants needed to synthesize it. The reactants are: [F:1][C:2]1[CH:3]=[C:4]([CH2:11][C:12]([OH:14])=O)[CH:5]=[C:6]([O:9][CH3:10])[C:7]=1[F:8].Cl.CN(C)CCCN=C=NCC.ON1C2C=CC=CC=2N=N1.[CH2:37]([O:44][C:45]1[CH:54]=[CH:53][C:48]([C:49]([NH:51][NH2:52])=[O:50])=[C:47]([CH2:55][CH3:56])[C:46]=1[CH3:57])[C:38]1[CH:43]=[CH:42][CH:41]=[CH:40][CH:39]=1. (9) Given the product [O:23]=[C:18]1[C@@:17]([N:16]2[CH:4]=[CH:2][CH:1]=[CH:7]2)([C:24]([O:26][CH2:27][CH3:28])=[O:25])[CH2:21][C:20](=[O:22])[NH:19]1, predict the reactants needed to synthesize it. The reactants are: [C@:1]12(CS(O)(=O)=O)[C:2](C)([CH3:4])[CH:1]([CH2:7][CH2:7]1)[CH2:4][C:2]2=O.[NH2:16][C@:17]1([C:24]([O:26][CH2:27][CH3:28])=[O:25])[CH2:21][C:20](=[O:22])[NH:19][C:18]1=[O:23].COC1CCC(OC)O1.O. (10) The reactants are: [Cl:1][C:2]1[CH:7]=[CH:6][C:5]([CH:8](O)[C:9]2[C:18]3[C:17](=[O:19])[N:16]([CH2:20][CH2:21][CH2:22][O:23][CH:24]4CCCC[O:25]4)[C:15](=[O:30])[N:14]([CH3:31])[C:13]=3[N:12]=[CH:11][C:10]=2[O:32][CH:33]([CH3:35])[CH3:34])=[CH:4][CH:3]=1. Given the product [CH:24]([O:23][CH2:22][CH2:21][CH2:20][N:16]1[C:17](=[O:19])[C:18]2[C:9]([CH2:8][C:5]3[CH:4]=[CH:3][C:2]([Cl:1])=[CH:7][CH:6]=3)=[C:10]([O:32][CH:33]([CH3:34])[CH3:35])[CH:11]=[N:12][C:13]=2[N:14]([CH3:31])[C:15]1=[O:30])=[O:25], predict the reactants needed to synthesize it.